This data is from Forward reaction prediction with 1.9M reactions from USPTO patents (1976-2016). The task is: Predict the product of the given reaction. (1) Given the reactants [Cl:1][C:2]1[CH:3]=[C:4]([CH:30]=[CH:31][CH:32]=1)[CH2:5][NH:6][C:7]([C:9]1O[CH:11]=[C:12]([CH:24]([OH:29])[C:25]([CH3:28])([CH3:27])[CH3:26])[C:13](=[O:23])[C:14]=1[O:15][CH2:16][C:17]1[CH:22]=[CH:21][CH:20]=[CH:19][CH:18]=1)=[O:8].C(O)C.[CH3:36][O:37][CH:38]([O:41][CH3:42])[CH2:39][NH2:40], predict the reaction product. The product is: [Cl:1][C:2]1[CH:3]=[C:4]([CH:30]=[CH:31][CH:32]=1)[CH2:5][NH:6][C:7]([C:9]1[N:40]([CH2:39][CH:38]([O:41][CH3:42])[O:37][CH3:36])[CH:11]=[C:12]([CH:24]([OH:29])[C:25]([CH3:28])([CH3:27])[CH3:26])[C:13](=[O:23])[C:14]=1[O:15][CH2:16][C:17]1[CH:18]=[CH:19][CH:20]=[CH:21][CH:22]=1)=[O:8]. (2) Given the reactants [Br:1][C:2]1[CH:7]=[CH:6][C:5]([CH:8](Cl)[C:9]2[CH:14]=[CH:13][CH:12]=[CH:11][N:10]=2)=[CH:4][C:3]=1[F:16], predict the reaction product. The product is: [Br:1][C:2]1[CH:7]=[CH:6][C:5]([CH2:8][C:9]2[CH:14]=[CH:13][CH:12]=[CH:11][N:10]=2)=[CH:4][C:3]=1[F:16]. (3) The product is: [CH3:28][C:19]1([CH3:29])[CH2:18][C:17]2[S:16][C:15]3[C:24](=[CH:25][CH:26]=[C:13]([NH:12][S:8]([CH3:7])(=[O:10])=[O:9])[CH:14]=3)[C:23](=[O:27])[C:22]=2[CH2:21][CH2:20]1. Given the reactants N1C=CC=CC=1.[CH3:7][S:8](Cl)(=[O:10])=[O:9].[NH2:12][C:13]1[CH:14]=[C:15]2[C:24](=[CH:25][CH:26]=1)[C:23](=[O:27])[C:22]1[CH2:21][CH2:20][C:19]([CH3:29])([CH3:28])[CH2:18][C:17]=1[S:16]2.Cl, predict the reaction product. (4) Given the reactants C([O:5][C:6](=O)[NH:7][CH:8]1[CH2:13][CH2:12][N:11]([S:14]([C:17]2[CH:18]=[N:19][C:20]([O:23][CH2:24][CH2:25][C:26]3[CH:31]=[CH:30][CH:29]=[CH:28][CH:27]=3)=[CH:21][CH:22]=2)(=[O:16])=[O:15])[CH2:10][CH2:9]1)(C)(C)C.Cl.[CH:34](N(C(C)C)CC)(C)[CH3:35].C(Cl)(=O)C=C, predict the reaction product. The product is: [CH2:24]([O:23][C:20]1[N:19]=[CH:18][C:17]([S:14]([N:11]2[CH2:12][CH2:13][CH:8]([NH:7][C:6](=[O:5])[CH:34]=[CH2:35])[CH2:9][CH2:10]2)(=[O:15])=[O:16])=[CH:22][CH:21]=1)[CH2:25][C:26]1[CH:27]=[CH:28][CH:29]=[CH:30][CH:31]=1. (5) Given the reactants [CH3:1][C:2]1([CH3:10])[CH2:7][CH2:6][C:5](=[O:8])[O:4][C:3]1=[O:9].[CH2:11]([NH2:18])[C:12]1[CH:17]=[CH:16][CH:15]=[CH:14][CH:13]=1, predict the reaction product. The product is: [CH2:11]([NH:18][C:5]([CH2:6][CH2:7][C:2]([CH3:10])([CH3:1])[C:3]([OH:4])=[O:9])=[O:8])[C:12]1[CH:17]=[CH:16][CH:15]=[CH:14][CH:13]=1. (6) Given the reactants [CH3:1][N:2]1[CH2:7][CH2:6][N:5]([CH3:8])[CH2:4][CH:3]1[C:9]1[N:13]2[CH:14]=[C:15](F)[CH:16]=[CH:17][C:12]2=[N:11][N:10]=1.[NH2:19][C@@H:20]1[C:29]2[C:24](=[CH:25][CH:26]=[CH:27][CH:28]=2)[C@H:23]([OH:30])[CH2:22][CH2:21]1.[H-].[Na+].N, predict the reaction product. The product is: [CH3:1][N:2]1[CH2:7][CH2:6][N:5]([CH3:8])[CH2:4][CH:3]1[C:9]1[N:13]2[CH:14]=[C:15]([O:30][C@H:23]3[C:24]4[C:29](=[CH:28][CH:27]=[CH:26][CH:25]=4)[C@@H:20]([NH2:19])[CH2:21][CH2:22]3)[CH:16]=[CH:17][C:12]2=[N:11][N:10]=1. (7) The product is: [O:11]1[CH2:12][CH2:13][N:8]([C:6]2[CH:5]=[C:4]([NH:14][S:15]([CH3:18])(=[O:17])=[O:16])[CH:3]=[C:2]([B:19]3[O:23][C:22]([CH3:25])([CH3:24])[C:21]([CH3:27])([CH3:26])[O:20]3)[CH:7]=2)[CH2:9][CH2:10]1. Given the reactants I[C:2]1[CH:3]=[C:4]([NH:14][S:15]([CH3:18])(=[O:17])=[O:16])[CH:5]=[C:6]([N:8]2[CH2:13][CH2:12][O:11][CH2:10][CH2:9]2)[CH:7]=1.[B:19]1([B:19]2[O:23][C:22]([CH3:25])([CH3:24])[C:21]([CH3:27])([CH3:26])[O:20]2)[O:23][C:22]([CH3:25])([CH3:24])[C:21]([CH3:27])([CH3:26])[O:20]1.C([O-])(=O)C.[K+].O, predict the reaction product.